From a dataset of Retrosynthesis with 50K atom-mapped reactions and 10 reaction types from USPTO. Predict the reactants needed to synthesize the given product. (1) Given the product COC(=O)c1ccccc1-c1nc2cc(CBr)ccc2o1, predict the reactants needed to synthesize it. The reactants are: COC(=O)c1ccccc1-c1nc2cc(C)ccc2o1.O=C1CCC(=O)N1Br. (2) Given the product CS(=O)(=O)OCCC(c1ccccc1)c1cccc2[nH]cc(C#N)c12, predict the reactants needed to synthesize it. The reactants are: CS(=O)(=O)Cl.N#Cc1c[nH]c2cccc(C(CCO)c3ccccc3)c12. (3) Given the product CC12CCC3c4ccc(O)cc4CCC3C1CC(=Cc1ccc([N+](=O)[O-])cc1)C2=O, predict the reactants needed to synthesize it. The reactants are: C[C@]12CC[C@@H]3c4ccc(O)cc4CC[C@H]3[C@@H]1CCC2=O.O=Cc1ccc([N+](=O)[O-])cc1.